From a dataset of Forward reaction prediction with 1.9M reactions from USPTO patents (1976-2016). Predict the product of the given reaction. Given the reactants [C:1]([O:5][C:6]([NH:8][C@@H:9]([CH2:15][CH3:16])[CH:10]([OH:14])[C:11]([OH:13])=O)=[O:7])([CH3:4])([CH3:3])[CH3:2].C(Cl)CCl.C1C=CC2N(O)N=NC=2C=1.O[NH:32][C:33](=[NH:40])[C:34]1[CH:39]=[CH:38][CH:37]=[CH:36][CH:35]=1.CN1CCOCC1, predict the reaction product. The product is: [C:1]([O:5][C:6]([NH:8][C@@H:9]([CH2:15][CH3:16])[CH:10]([C:11]1[O:13][N:40]=[C:33]([C:34]2[CH:39]=[CH:38][CH:37]=[CH:36][CH:35]=2)[N:32]=1)[OH:14])=[O:7])([CH3:2])([CH3:3])[CH3:4].